Dataset: Forward reaction prediction with 1.9M reactions from USPTO patents (1976-2016). Task: Predict the product of the given reaction. (1) The product is: [CH3:1][O:2][C:3](=[O:16])/[C:4](/[C:8]1[CH:13]=[CH:12][C:11]([Cl:14])=[CH:10][C:9]=1[CH2:15][Br:29])=[CH:5]/[O:6][CH3:7]. Given the reactants [CH3:1][O:2][C:3](=[O:16])/[C:4](/[C:8]1[CH:13]=[CH:12][C:11]([Cl:14])=[CH:10][C:9]=1[CH3:15])=[CH:5]/[O:6][CH3:7].CC(N=NC(C#N)(C)C)(C#N)C.[Br:29]N1C(=O)CCC1=O, predict the reaction product. (2) Given the reactants C1C[N:4]([P+](ON2N=NC3C=CC=CC2=3)(N2CCCC2)N2CCCC2)[CH2:3]C1.F[P-](F)(F)(F)(F)F.[F:34][C:35]1[CH:40]=[CH:39][C:38]([C:41]2[O:42][C:43]3[CH:52]=[CH:51][C:50]([OH:53])=[CH:49][C:44]=3[C:45]=2[C:46](O)=[O:47])=[CH:37][CH:36]=1.CN, predict the reaction product. The product is: [F:34][C:35]1[CH:40]=[CH:39][C:38]([C:41]2[O:42][C:43]3[CH:52]=[CH:51][C:50]([OH:53])=[CH:49][C:44]=3[C:45]=2[C:46]([NH:4][CH3:3])=[O:47])=[CH:37][CH:36]=1. (3) The product is: [Br:23][C:18]1[C:19]([CH3:22])=[N:20][O:21][C:17]=1[NH:16][S:12]([C:9]1[S:8][C:7]([C:4]2[O:3][C:2]([CH3:1])=[CH:6][CH:5]=2)=[CH:11][CH:10]=1)(=[O:14])=[O:13]. Given the reactants [CH3:1][C:2]1[O:3][C:4]([C:7]2[S:8][C:9]([S:12](Cl)(=[O:14])=[O:13])=[CH:10][CH:11]=2)=[CH:5][CH:6]=1.[NH2:16][C:17]1[O:21][N:20]=[C:19]([CH3:22])[C:18]=1[Br:23], predict the reaction product.